From a dataset of Full USPTO retrosynthesis dataset with 1.9M reactions from patents (1976-2016). Predict the reactants needed to synthesize the given product. (1) Given the product [CH2:20]([O:27][C:28]1[CH:33]=[CH:32][C:31]([C:8]2[CH:9]=[CH:10][C:11]([C:17]([OH:19])=[O:18])=[C:12]([C:13]([OH:15])=[O:14])[CH:16]=2)=[CH:30][CH:29]=1)[C:21]1[CH:26]=[CH:25][CH:24]=[CH:23][CH:22]=1, predict the reactants needed to synthesize it. The reactants are: C(=O)([O-])[O-].[Na+].[Na+].Br[C:8]1[CH:16]=[C:12]([C:13]([OH:15])=[O:14])[C:11]([C:17]([OH:19])=[O:18])=[CH:10][CH:9]=1.[CH2:20]([O:27][C:28]1[CH:33]=[CH:32][C:31](B(O)O)=[CH:30][CH:29]=1)[C:21]1[CH:26]=[CH:25][CH:24]=[CH:23][CH:22]=1.C1(P(C2C=CC=CC=2)C2C=CC=CC=2)C=CC=CC=1.C(N(CC)CC)C.Cl. (2) Given the product [OH:27][CH2:28][CH2:29][N:30]([CH2:41][CH2:42][OH:43])[S:31]([C:34]1[S:38][C:37]([NH:39][C:12]([C:11]2[CH:10]=[N:9][N:8]3[C:3]([C:2]([F:1])([F:26])[F:25])=[CH:4][C:5]([C:15]4[CH:20]=[CH:19][C:18]([C:21]([F:23])([F:22])[F:24])=[CH:17][CH:16]=4)=[N:6][C:7]=23)=[O:14])=[N:36][C:35]=1[CH3:40])(=[O:32])=[O:33], predict the reactants needed to synthesize it. The reactants are: [F:1][C:2]([F:26])([F:25])[C:3]1[N:8]2[N:9]=[CH:10][C:11]([C:12]([OH:14])=O)=[C:7]2[N:6]=[C:5]([C:15]2[CH:20]=[CH:19][C:18]([C:21]([F:24])([F:23])[F:22])=[CH:17][CH:16]=2)[CH:4]=1.[OH:27][CH2:28][CH2:29][N:30]([CH2:41][CH2:42][OH:43])[S:31]([C:34]1[S:38][C:37]([NH2:39])=[N:36][C:35]=1[CH3:40])(=[O:33])=[O:32]. (3) Given the product [C:35]([N:34]([CH3:38])[CH2:33][CH2:32][N:31]([CH3:39])[C:29]1[S:30][C:26]2[CH:25]=[C:24]([NH:23][C:20]([C:17]3[CH:16]=[CH:15][C:14]([C:11]4[CH:10]=[CH:9][C:8]([F:7])=[CH:13][CH:12]=4)=[CH:19][CH:18]=3)=[O:22])[CH:41]=[CH:40][C:27]=2[N:28]=1)(=[O:37])[CH3:36], predict the reactants needed to synthesize it. The reactants are: C(Cl)(=O)C(Cl)=O.[F:7][C:8]1[CH:13]=[CH:12][C:11]([C:14]2[CH:19]=[CH:18][C:17]([C:20]([OH:22])=O)=[CH:16][CH:15]=2)=[CH:10][CH:9]=1.[NH2:23][C:24]1[CH:41]=[CH:40][C:27]2[N:28]=[C:29]([N:31]([CH3:39])[CH2:32][CH2:33][N:34]([CH3:38])[C:35](=[O:37])[CH3:36])[S:30][C:26]=2[CH:25]=1.N1C=CC=CC=1.